Dataset: Catalyst prediction with 721,799 reactions and 888 catalyst types from USPTO. Task: Predict which catalyst facilitates the given reaction. (1) The catalyst class is: 12. Product: [C:13]1([S:10]([C:7]2[CH:8]=[CH:9][C:4]([CH2:1][CH2:2][CH3:3])=[C:5]([S:19]([NH:22][CH:23]3[CH2:24][CH2:25][NH:26][CH2:27][CH2:28]3)(=[O:20])=[O:21])[CH:6]=2)(=[O:11])=[O:12])[CH:18]=[CH:17][CH:16]=[CH:15][CH:14]=1. Reactant: [CH2:1]([C:4]1[CH:9]=[CH:8][C:7]([S:10]([C:13]2[CH:18]=[CH:17][CH:16]=[CH:15][CH:14]=2)(=[O:12])=[O:11])=[CH:6][C:5]=1[S:19]([NH:22][CH:23]1[CH2:28][CH2:27][N:26](C(OC(C)(C)C)=O)[CH2:25][CH2:24]1)(=[O:21])=[O:20])[CH2:2][CH3:3].Cl. (2) Reactant: [C:1]([C:3]1[C:4]([C:24]2[C:32]3[C:27](=[N:28][CH:29]=[C:30]([C:33]([F:36])([F:35])[F:34])[CH:31]=3)[N:26]([S:37]([C:40]3[CH:46]=[CH:45][C:43]([CH3:44])=[CH:42][CH:41]=3)(=[O:39])=[O:38])[CH:25]=2)=[N:5][C:6]([NH:9][C@@H:10]2[CH2:15][CH2:14][CH2:13][C@H:12]([NH:16]C(=O)OC(C)(C)C)[CH2:11]2)=[N:7][CH:8]=1)#[N:2].C(Cl)Cl. Product: [NH2:16][C@@H:12]1[CH2:13][CH2:14][CH2:15][C@H:10]([NH:9][C:6]2[N:5]=[C:4]([C:24]3[C:32]4[C:27](=[N:28][CH:29]=[C:30]([C:33]([F:36])([F:34])[F:35])[CH:31]=4)[N:26]([S:37]([C:40]4[CH:41]=[CH:42][C:43]([CH3:44])=[CH:45][CH:46]=4)(=[O:38])=[O:39])[CH:25]=3)[C:3]([C:1]#[N:2])=[CH:8][N:7]=2)[CH2:11]1. The catalyst class is: 67. (3) The catalyst class is: 30. Product: [I:20][C:14]1[CH:13]=[C:12]([C@H:11]2[C@@H:10]3[CH2:9][CH:8]4[C@H:7]([C@H:6]23)[CH2:3][N:2]([CH3:4])[CH2:1]4)[N:16]([CH:17]([CH3:19])[CH3:18])[N:15]=1. Reactant: [CH3:1][N+:2]([O-])([CH3:4])[CH3:3].[C@@H:6]12[C@@H:11]([C:12]3[N:16]([CH:17]([CH3:19])[CH3:18])[N:15]=[C:14]([I:20])[CH:13]=3)[C@@H:10]1[CH2:9][CH:8]=[CH:7]2.C([N-]C(C)C)(C)C.[Li+]. (4) The catalyst class is: 1. Product: [OH:5][C@H:3]([CH3:4])[CH2:2][NH:1][C:6](=[O:7])[O:8][C:9]([CH3:12])([CH3:11])[CH3:10]. Reactant: [NH2:1][CH2:2][C@H:3]([OH:5])[CH3:4].[C:6](O[C:6]([O:8][C:9]([CH3:12])([CH3:11])[CH3:10])=[O:7])([O:8][C:9]([CH3:12])([CH3:11])[CH3:10])=[O:7].O.C(O)(=O)CC(CC(O)=O)(C(O)=O)O. (5) Reactant: [CH2:1]([O:3][C:4]1[CH:9]=[CH:8][C:7]([CH3:10])=[CH:6][C:5]=1[N+:11]([O-])=O)[CH3:2]. Product: [CH2:1]([O:3][C:4]1[CH:9]=[CH:8][C:7]([CH3:10])=[CH:6][C:5]=1[NH2:11])[CH3:2]. The catalyst class is: 481. (6) Reactant: Cl.[CH2:2]([O:4][C:5](=[O:14])[CH2:6][C@H:7]1[CH2:12][CH2:11][C@H:10]([NH2:13])[CH2:9][CH2:8]1)[CH3:3].Cl.[N:16]1[C:25]2[C:20](=[CH:21][CH:22]=[CH:23][CH:24]=2)[C:19]([C:26]([Cl:28])=[O:27])=[CH:18][CH:17]=1.C(N(CC)CC)C.CCCCCCC.C(OCC)(=O)C. Product: [ClH:28].[CH2:2]([O:4][C:5](=[O:14])[CH2:6][C@H:7]1[CH2:8][CH2:9][C@H:10]([NH:13][C:26]([C:19]2[C:20]3[C:25](=[CH:24][CH:23]=[CH:22][CH:21]=3)[N:16]=[CH:17][CH:18]=2)=[O:27])[CH2:11][CH2:12]1)[CH3:3]. The catalyst class is: 4. (7) Reactant: [CH3:1][C@H:2]([O:6][C:7]1[N:15]=[C:14]2[C:10]([N:11]=[C:12]([O:27][CH3:28])[N:13]2[CH2:16][CH2:17][CH2:18][CH2:19][CH2:20][N:21]2[CH2:26][CH2:25][CH2:24][CH2:23][CH2:22]2)=[C:9]([NH2:29])[N:8]=1)[CH2:3][CH2:4]C.ClCCCCCN1C(OC)=NC2C1=NC(O[C@@H](C)CC)=NC=2N.N1CCCCC1.CO. Product: [CH3:28][O:27][C:12]1[N:13]([CH2:16][CH2:17][CH2:18][CH2:19][CH2:20][N:21]2[CH2:22][CH2:23][CH2:24][CH2:25][CH2:26]2)[C:14]2[C:10]([N:11]=1)=[C:9]([NH2:29])[N:8]=[C:7]([O:6][C@@H:2]([CH3:1])[CH2:3][CH3:4])[N:15]=2. The catalyst class is: 4.